Dataset: Reaction yield outcomes from USPTO patents with 853,638 reactions. Task: Predict the reaction yield, written as a fraction of the theoretical maximum amount of product (1.0 means a 100% yield; for example, 0.34 means a 34% yield). The reactants are [O:1]=[C:2]1[NH:8][CH2:7][CH2:6][CH2:5][N:4]2[C:9]3[N:15]=[C:14]([C:16]([OH:18])=O)[CH:13]=[CH:12][C:10]=3[CH:11]=[C:3]12.C1CN([P+](ON2N=NC3C=CC=CC2=3)(N2CCCC2)N2CCCC2)CC1.F[P-](F)(F)(F)(F)F.[NH2:52][C:53]1[CH:54]=[N:55][C:56]2[C:61]([CH:62]=1)=[CH:60][CH:59]=[CH:58][CH:57]=2.C(N(CC)CC)C. The catalyst is CN(C=O)C. The product is [O:1]=[C:2]1[NH:8][CH2:7][CH2:6][CH2:5][N:4]2[C:9]3[N:15]=[C:14]([C:16]([NH:52][C:53]4[CH:54]=[N:55][C:56]5[C:61]([CH:62]=4)=[CH:60][CH:59]=[CH:58][CH:57]=5)=[O:18])[CH:13]=[CH:12][C:10]=3[CH:11]=[C:3]12. The yield is 0.820.